From a dataset of Catalyst prediction with 721,799 reactions and 888 catalyst types from USPTO. Predict which catalyst facilitates the given reaction. (1) Reactant: [Cl:1][C:2]1[CH:3]=[C:4]2[C:9](=[CH:10][C:11]=1[O:12][CH:13]([CH3:15])[CH3:14])[N:8]=[C:7]([O:16][CH3:17])[C:6]([CH:18]=[O:19])=[CH:5]2.[CH3:20][Mg]Cl. Product: [Cl:1][C:2]1[CH:3]=[C:4]2[C:9](=[CH:10][C:11]=1[O:12][CH:13]([CH3:15])[CH3:14])[N:8]=[C:7]([O:16][CH3:17])[C:6]([CH:18]([OH:19])[CH3:20])=[CH:5]2. The catalyst class is: 1. (2) Reactant: [Br:1][C:2]1[C:3]([S:9][CH3:10])=[N:4][C:5](Cl)=[N:6][CH:7]=1.Cl.[C:12]12([NH2:17])[CH2:16][CH:14]([CH2:15]1)[CH2:13]2.CCN(C(C)C)C(C)C. Product: [C:12]12([NH:17][C:5]3[N:4]=[C:3]([S:9][CH3:10])[C:2]([Br:1])=[CH:7][N:6]=3)[CH2:16][CH:14]([CH2:15]1)[CH2:13]2. The catalyst class is: 37. (3) Reactant: [F:1][C:2]1[C:3]([C:10]2[CH:11]=[N:12][C:13]([C:16]([F:19])([F:18])[F:17])=[CH:14][CH:15]=2)=[CH:4][C:5]([C:8]#[N:9])=[N:6][CH:7]=1. The catalyst class is: 94. Product: [F:1][C:2]1[C:3]([C:10]2[CH:11]=[N:12][C:13]([C:16]([F:18])([F:17])[F:19])=[CH:14][CH:15]=2)=[CH:4][C:5]([CH2:8][NH2:9])=[N:6][CH:7]=1. (4) Reactant: [N+:1]([C:4]1[CH:9]=[CH:8][C:7]([CH2:10][CH2:11][S:12]([N:15]2CCOC[CH2:16]2)(=[O:14])=[O:13])=[CH:6][CH:5]=1)([O-:3])=[O:2].CN. Product: [CH3:16][NH:15][S:12]([CH2:11][CH2:10][C:7]1[CH:8]=[CH:9][C:4]([N+:1]([O-:3])=[O:2])=[CH:5][CH:6]=1)(=[O:14])=[O:13]. The catalyst class is: 5. (5) Reactant: [CH2:1]([O:8][C:9]1[CH:14]=[CH:13][C:12]([NH:15][C:16]2[N:17]=[CH:18][N:19]=[C:20]3[S:41][C:23]4[C:24]5[C:28]([CH2:29][CH2:30][C:22]=4[C:21]=23)=[N:27][N:26]([CH2:31][CH2:32][O:33][Si](C(C)(C)C)(C)C)[CH:25]=5)=[CH:11][C:10]=1[Cl:42])[C:2]1[CH:7]=[CH:6][CH:5]=[CH:4][CH:3]=1.Cl. The catalyst class is: 1. Product: [CH2:1]([O:8][C:9]1[CH:14]=[CH:13][C:12]([NH:15][C:16]2[C:21]3[C:22]4[CH2:30][CH2:29][C:28]5[C:24](=[CH:25][N:26]([CH2:31][CH2:32][OH:33])[N:27]=5)[C:23]=4[S:41][C:20]=3[N:19]=[CH:18][N:17]=2)=[CH:11][C:10]=1[Cl:42])[C:2]1[CH:7]=[CH:6][CH:5]=[CH:4][CH:3]=1. (6) Product: [Br:1][C:2]1[C:3]([O:18][CH3:21])=[CH:4][CH:5]=[C:6]([N+:15]([O-:17])=[O:16])[C:7]=1[NH:8][C:9]1[CH:14]=[CH:13][CH:12]=[CH:11][CH:10]=1. The catalyst class is: 95. Reactant: [Br:1][C:2]1[C:7]([NH:8][C:9]2[CH:14]=[CH:13][CH:12]=[CH:11][CH:10]=2)=[C:6]([N+:15]([O-:17])=[O:16])[CH:5]=[CH:4][C:3]=1[OH:18].CI.[C:21](=O)([O-])[O-].[K+].[K+]. (7) Reactant: [NH2:1][C:2]1[CH:7]=[CH:6][CH:5]=[CH:4][C:3]=1[NH:8][C:9](=O)[C@@H:10]([NH:20][C:21](=[O:27])[O:22][C:23]([CH3:26])([CH3:25])[CH3:24])[CH2:11][C:12]1[CH:17]=[CH:16][C:15]([I:18])=[C:14]([Br:19])[CH:13]=1. Product: [NH:8]1[C:3]2[CH:4]=[CH:5][CH:6]=[CH:7][C:2]=2[N:1]=[C:9]1[C@@H:10]([NH:20][C:21](=[O:27])[O:22][C:23]([CH3:26])([CH3:25])[CH3:24])[CH2:11][C:12]1[CH:17]=[CH:16][C:15]([I:18])=[C:14]([Br:19])[CH:13]=1. The catalyst class is: 15. (8) Reactant: [Cl:1][C:2]1[C:7]([CH3:8])=[CH:6][CH:5]=[C:4]([Cl:9])[N:3]=1.[CH3:10][NH:11][CH3:12]. Product: [Cl:1][C:2]1[N:3]=[C:4]([N:11]([CH3:12])[CH3:10])[CH:5]=[CH:6][C:7]=1[CH3:8].[Cl:9][C:4]1[N:3]=[C:2]([N:11]([CH3:12])[CH3:10])[C:7]([CH3:8])=[CH:6][CH:5]=1. The catalyst class is: 2. (9) Reactant: [CH2:1]1[C:5]2([CH2:10][CH2:9][CH2:8][CH2:7][C:6]2=[O:11])[CH2:4][CH2:3][CH2:2]1.[C:12]1(=O)CCCC[CH2:13]1.BrCCCCBr.[NH4+].[Cl-].Cl. Product: [C:12]([C:6]1([OH:11])[CH2:7][CH2:8][CH2:9][CH2:10][C:5]21[CH2:1][CH2:2][CH2:3][CH2:4]2)#[CH:13]. The catalyst class is: 182. (10) Reactant: CO.C[O-].[Na+].[N+:6]([C:9]1[CH:10]=[C:11]2[C:15](=[CH:16][CH:17]=1)[NH:14][CH:13]=[CH:12]2)([O-:8])=[O:7].[C:18]([O:22][C:23]([N:25]1[CH2:30][CH2:29][C:28](=O)[CH2:27][CH2:26]1)=[O:24])([CH3:21])([CH3:20])[CH3:19]. Product: [C:18]([O:22][C:23]([N:25]1[CH2:26][CH:27]=[C:28]([C:12]2[C:11]3[C:15](=[CH:16][CH:17]=[C:9]([N+:6]([O-:8])=[O:7])[CH:10]=3)[NH:14][CH:13]=2)[CH2:29][CH2:30]1)=[O:24])([CH3:21])([CH3:19])[CH3:20]. The catalyst class is: 4.